From a dataset of Full USPTO retrosynthesis dataset with 1.9M reactions from patents (1976-2016). Predict the reactants needed to synthesize the given product. (1) Given the product [CH3:1][N:2]([CH2:3][C:4]1[N:5]=[C:6]([NH:9][C:10](=[O:16])[O:11][C:12]([CH3:13])([CH3:15])[CH3:14])[S:7][CH:8]=1)[C:24]([C:19]1[C:18]([CH3:17])=[N:23][CH:22]=[CH:21][N:20]=1)=[O:25], predict the reactants needed to synthesize it. The reactants are: [CH3:1][NH:2][CH2:3][C:4]1[N:5]=[C:6]([NH:9][C:10](=[O:16])[O:11][C:12]([CH3:15])([CH3:14])[CH3:13])[S:7][CH:8]=1.[CH3:17][C:18]1[C:19]([C:24](O)=[O:25])=[N:20][CH:21]=[CH:22][N:23]=1.C1CCC(N=C=NC2CCCCC2)CC1. (2) Given the product [CH:18]1([C:16]([NH:15][C:13]2[N:14]=[C:9]3[CH:8]=[CH:7][C:6]([O:5][C:4]4[CH:21]=[CH:22][C:23]([CH3:24])=[C:2]([NH:1][C:31]([C:27]5[N:26]([CH3:25])[CH:30]=[CH:29][N:28]=5)=[O:32])[CH:3]=4)=[N:11][N:10]3[CH:12]=2)=[O:17])[CH2:20][CH2:19]1, predict the reactants needed to synthesize it. The reactants are: [NH2:1][C:2]1[CH:3]=[C:4]([CH:21]=[CH:22][C:23]=1[CH3:24])[O:5][C:6]1[CH:7]=[CH:8][C:9]2[N:10]([CH:12]=[C:13]([NH:15][C:16]([CH:18]3[CH2:20][CH2:19]3)=[O:17])[N:14]=2)[N:11]=1.[CH3:25][N:26]1[CH:30]=[CH:29][N:28]=[C:27]1[C:31](O)=[O:32].Cl.C(N=C=NCCCN(C)C)C.ON1C2C=CC=CC=2N=N1.C(=O)([O-])O.[Na+].